This data is from Forward reaction prediction with 1.9M reactions from USPTO patents (1976-2016). The task is: Predict the product of the given reaction. (1) Given the reactants [NH2:1][C:2]1[CH:7]=[CH:6][CH:5]=[C:4]([NH2:8])[C:3]=1[NH:9][CH2:10][C:11]([F:18])([F:17])[C:12]([O:14][CH2:15][CH3:16])=[O:13].[Cl:19][C:20]1[CH:25]=[C:24]([Cl:26])[CH:23]=[CH:22][C:21]=1[N:27]=[C:28]=[S:29], predict the reaction product. The product is: [NH2:8][C:4]1[CH:5]=[CH:6][CH:7]=[C:2]([NH:1][C:28](=[S:29])[NH:27][C:21]2[CH:22]=[CH:23][C:24]([Cl:26])=[CH:25][C:20]=2[Cl:19])[C:3]=1[NH:9][CH2:10][C:11]([F:17])([F:18])[C:12]([O:14][CH2:15][CH3:16])=[O:13]. (2) Given the reactants O1CC[O:3][CH:2]1[C:6]1[CH:11]=[CH:10][C:9](OS(C(F)(F)F)(=O)=O)=[C:8]([O:20][CH3:21])[CH:7]=1.[CH2:22]([N:25]1[C:29](=[O:30])[CH2:28][CH2:27][C:26]1=[O:31])[C:23]#[CH:24].C1(P(C2C=CC=CC=2)CCCCP(C2C=CC=CC=2)C2C=CC=CC=2)C=CC=CC=1, predict the reaction product. The product is: [O:31]=[C:26]1[CH2:27][CH2:28][C:29](=[O:30])[N:25]1[CH2:22][C:23]#[C:24][C:9]1[CH:10]=[CH:11][C:6]([CH:2]=[O:3])=[CH:7][C:8]=1[O:20][CH3:21]. (3) Given the reactants Cl.Cl.[NH:3]1[CH2:6][CH:5]([C:7]2[C:8]([O:28][CH3:29])=[C:9]([CH:15]([N:17]3[C:21]4=[N:22][CH:23]=[N:24][C:25]([NH2:26])=[C:20]4[C:19]([CH3:27])=[N:18]3)[CH3:16])[CH:10]=[C:11]([Cl:14])[C:12]=2[CH3:13])[CH2:4]1.C(N(CC)CC)C.[CH3:37][C@H:38]1[CH2:40][O:39]1, predict the reaction product. The product is: [NH2:26][C:25]1[N:24]=[CH:23][N:22]=[C:21]2[N:17]([CH:15]([C:9]3[C:8]([O:28][CH3:29])=[C:7]([CH:5]4[CH2:4][N:3]([CH2:37][C@@H:38]([OH:39])[CH3:40])[CH2:6]4)[C:12]([CH3:13])=[C:11]([Cl:14])[CH:10]=3)[CH3:16])[N:18]=[C:19]([CH3:27])[C:20]=12.